From a dataset of Forward reaction prediction with 1.9M reactions from USPTO patents (1976-2016). Predict the product of the given reaction. (1) Given the reactants [CH2:1]([O:3][P:4]([CH2:9][C:10]([OH:12])=[O:11])([O:6][CH2:7][CH3:8])=[O:5])[CH3:2].S(Cl)(Cl)=O.[Br:17][C:18]1[CH:23]=[CH:22][C:21]([NH:24][C:25]2[CH:30]=[CH:29][C:28]([C:31]([C:33]3[CH:38]=[CH:37][CH:36]=[CH:35][C:34]=3[CH3:39])=[O:32])=[C:27]([Cl:40])[CH:26]=2)=[C:20]([CH2:41][O:42][CH2:43][CH2:44]O)[CH:19]=1, predict the reaction product. The product is: [CH2:7]([O:6][P:4]([CH2:9][C:10]([O:12][CH2:44][CH2:43][O:42][CH2:41][C:20]1[CH:19]=[C:18]([Br:17])[CH:23]=[CH:22][C:21]=1[NH:24][C:25]1[CH:30]=[CH:29][C:28]([C:31]([C:33]2[CH:38]=[CH:37][CH:36]=[CH:35][C:34]=2[CH3:39])=[O:32])=[C:27]([Cl:40])[CH:26]=1)=[O:11])([O:3][CH2:1][CH3:2])=[O:5])[CH3:8]. (2) Given the reactants [O:1]=[S:2]1(=[O:23])[CH2:6][CH2:5][CH2:4][N:3]1[C:7]1[CH:16]=[CH:15][C:10]([C:11](OC)=[O:12])=[C:9]([N:17]2[CH2:21][CH2:20][CH2:19][C:18]2=[O:22])[CH:8]=1.[CH3:24][C:25]1[C:26]([N:32]2[CH2:37][CH2:36][NH:35][CH2:34][CH2:33]2)=[N:27][CH:28]=[C:29]([CH3:31])[CH:30]=1, predict the reaction product. The product is: [CH3:24][C:25]1[C:26]([N:32]2[CH2:33][CH2:34][N:35]([C:11]([C:10]3[CH:15]=[CH:16][C:7]([N:3]4[CH2:4][CH2:5][CH2:6][S:2]4(=[O:1])=[O:23])=[CH:8][C:9]=3[N:17]3[CH2:21][CH2:20][CH2:19][C:18]3=[O:22])=[O:12])[CH2:36][CH2:37]2)=[N:27][CH:28]=[C:29]([CH3:31])[CH:30]=1.